Dataset: Full USPTO retrosynthesis dataset with 1.9M reactions from patents (1976-2016). Task: Predict the reactants needed to synthesize the given product. Given the product [ClH:1].[N:2]12[CH2:9][CH2:8][CH:5]([CH2:6][CH2:7]1)[C@@H:4]([NH:10][C:11]([C:13]1[O:14][C:15]3[C:21]([C:28]4[CH:29]=[CH:30][CH:31]=[C:26]([O:25][C:24]([F:23])([F:35])[F:36])[CH:27]=4)=[CH:20][CH:19]=[CH:18][C:16]=3[CH:17]=1)=[O:12])[CH2:3]2, predict the reactants needed to synthesize it. The reactants are: [ClH:1].[N:2]12[CH2:9][CH2:8][CH:5]([CH2:6][CH2:7]1)[C@@H:4]([NH:10][C:11]([C:13]1[O:14][C:15]3[C:21](Br)=[CH:20][CH:19]=[CH:18][C:16]=3[CH:17]=1)=[O:12])[CH2:3]2.[F:23][C:24]([F:36])([F:35])[O:25][C:26]1[CH:27]=[C:28](B(O)O)[CH:29]=[CH:30][CH:31]=1.C(=O)([O-])[O-].[Na+].[Na+].